Dataset: Catalyst prediction with 721,799 reactions and 888 catalyst types from USPTO. Task: Predict which catalyst facilitates the given reaction. (1) Reactant: Cl[C:2]1[C:7]2[C:8](=[O:33])[N:9]([C:13]3[CH:18]=[CH:17][C:16]([N:19]4[CH2:23][CH2:22][N:21]([CH2:24][C:25]([O:27][CH2:28][CH3:29])=[O:26])[C:20]4=[O:30])=[C:15]([CH2:31]C)[CH:14]=3)[CH2:10][CH2:11][O:12][C:6]=2[N:5]=[CH:4][N:3]=1.[NH3:34]. Product: [NH2:34][C:2]1[C:7]2[C:8](=[O:33])[N:9]([C:13]3[CH:18]=[CH:17][C:16]([N:19]4[CH2:23][CH2:22][N:21]([CH2:24][C:25]([O:27][CH2:28][CH3:29])=[O:26])[C:20]4=[O:30])=[C:15]([CH3:31])[CH:14]=3)[CH2:10][CH2:11][O:12][C:6]=2[N:5]=[CH:4][N:3]=1. The catalyst class is: 12. (2) Reactant: [NH:1]1[CH2:6][CH2:5][O:4][CH2:3][CH2:2]1.[Cl:7][C:8]1[CH:9]=[CH:10][C:11]([N+:16]([O-:18])=[O:17])=[C:12]([CH:15]=1)[CH:13]=O.C(O[BH-](OC(=O)C)OC(=O)C)(=O)C.[Na+].CC(O)=O.C([O-])([O-])=O.[Na+].[Na+]. Product: [Cl:7][C:8]1[CH:9]=[CH:10][C:11]([N+:16]([O-:18])=[O:17])=[C:12]([CH:15]=1)[CH2:13][N:1]1[CH2:6][CH2:5][O:4][CH2:3][CH2:2]1. The catalyst class is: 295.